This data is from Cav3 T-type calcium channel HTS with 100,875 compounds. The task is: Binary Classification. Given a drug SMILES string, predict its activity (active/inactive) in a high-throughput screening assay against a specified biological target. (1) The drug is S(C(C)C)CC(=O)Nc1ccc(cc1)C(=O)C. The result is 0 (inactive). (2) The compound is Clc1c(cc(OC(=O)N2CCOCC2)cc1C)C. The result is 0 (inactive). (3) The molecule is O=C(N1N=C(CC1c1ccccc1)c1ccccc1)Cn1nnc(c1C(OCC)=O)C(OCC)=O. The result is 0 (inactive). (4) The molecule is O1CCN(CC1)CCNc1ncnc2n(nnc12)Cc1ccccc1. The result is 0 (inactive). (5) The compound is O=C(Nc1cc2nc(n(c2cc1)C)CCN1CCCCCC1)Nc1ccccc1. The result is 0 (inactive). (6) The compound is S1(=O)(=O)N(C(=O)c2c1cccc2)CC(=O)Nc1c(cccc1)C(OCC)=O. The result is 0 (inactive). (7) The molecule is Brc1c(C(=O)NNC(=O)c2ccc(C(C)(C)C)cc2)cccc1. The result is 0 (inactive). (8) The drug is Brc1c(n(nc1[N+]([O-])=O)CC(=O)NCc1ncccc1)C. The result is 0 (inactive). (9) The drug is O=C(NCCO)C(c1ccccc1)c1ccccc1. The result is 0 (inactive).